Dataset: Full USPTO retrosynthesis dataset with 1.9M reactions from patents (1976-2016). Task: Predict the reactants needed to synthesize the given product. (1) Given the product [Cl:25][C:23]1[CH:22]=[CH:21][C:19]2[NH:20][C:29](=[O:36])[C@@H:30]([CH2:32][C:33]([OH:35])=[O:34])[S:31][C@H:17]([C:10]3[CH:11]=[CH:12][CH:13]=[C:14]([O:15][CH3:16])[C:9]=3[OH:8])[C:18]=2[CH:24]=1, predict the reactants needed to synthesize it. The reactants are: C([O:8][C:9]1[C:14]([O:15][CH3:16])=[CH:13][CH:12]=[CH:11][C:10]=1[CH:17](OCC)[C:18]1[CH:24]=[C:23]([Cl:25])[CH:22]=[CH:21][C:19]=1[NH2:20])C1C=CC=CC=1.[C:29](O)(=[O:36])[CH:30]([CH2:32][C:33]([OH:35])=[O:34])[SH:31].[OH-].[Na+].O.[OH-].[Li+]. (2) Given the product [O:66]=[C:48]([NH:49][CH2:50][C:51]#[CH:52])[C@@H:2]([NH:1][C:28](=[O:29])[O:30][CH2:31][CH:32]1[C:33]2[CH:34]=[CH:35][CH:36]=[CH:37][C:38]=2[C:39]2[C:44]1=[CH:43][CH:42]=[CH:41][CH:40]=2)[CH2:3][CH2:4][CH2:5][CH2:6][NH:7][C:8](=[O:9])[O:10][CH2:11][CH:12]1[C:13]2[CH:14]=[CH:15][CH:16]=[CH:17][C:18]=2[C:19]2[C:24]1=[CH:23][CH:22]=[CH:21][CH:20]=2, predict the reactants needed to synthesize it. The reactants are: [NH:1]([C:28]([O:30][CH2:31][CH:32]1[C:44]2[C:39](=[CH:40][CH:41]=[CH:42][CH:43]=2)[C:38]2[C:33]1=[CH:34][CH:35]=[CH:36][CH:37]=2)=[O:29])[C@H:2](C(O)=O)[CH2:3][CH2:4][CH2:5][CH2:6][NH:7][C:8]([O:10][CH2:11][CH:12]1[C:24]2[C:19](=[CH:20][CH:21]=[CH:22][CH:23]=2)[C:18]2[C:13]1=[CH:14][CH:15]=[CH:16][CH:17]=2)=[O:9].CCN=[C:48]=[N:49][CH2:50][CH2:51][CH2:52]N(C)C.Cl.C1C=CC2N([OH:66])N=NC=2C=1.O.C(N)C#C.CCN(C(C)C)C(C)C. (3) Given the product [C:7]1([S:6][CH2:5][CH2:4][CH2:3][CH2:2][N:13]2[CH2:18][CH2:17][CH:16]([C:19]3[CH:20]=[C:21]([NH:25][C:26](=[O:29])[CH2:27][CH3:28])[CH:22]=[CH:23][CH:24]=3)[CH2:15][CH2:14]2)[CH:12]=[CH:11][CH:10]=[CH:9][CH:8]=1, predict the reactants needed to synthesize it. The reactants are: Cl[CH2:2][CH2:3][CH2:4][CH2:5][S:6][C:7]1[CH:12]=[CH:11][CH:10]=[CH:9][CH:8]=1.[NH:13]1[CH2:18][CH2:17][CH:16]([C:19]2[CH:20]=[C:21]([NH:25][C:26](=[O:29])[CH2:27][CH3:28])[CH:22]=[CH:23][CH:24]=2)[CH2:15][CH2:14]1.